From a dataset of HIV replication inhibition screening data with 41,000+ compounds from the AIDS Antiviral Screen. Binary Classification. Given a drug SMILES string, predict its activity (active/inactive) in a high-throughput screening assay against a specified biological target. (1) The compound is CCN(CC)CCC(=O)C=Cc1ccc(Cl)c(Cl)c1.Cl. The result is 0 (inactive). (2) The drug is O=S(O)(=[OH+])c1ccc2c(c1)C1=NC3=c4ccc(S(=O)(O)=[OH+])cc4=C4N=C5c6cc(S(=O)(O)=[OH+])ccc6C6=[N+]5[Cu-3]5([N+]1=C2N=C1c2cc(S(=O)(O)=[OH+])ccc2C(=N6)[NH+]15)[NH+]34.[Na+]. The result is 0 (inactive). (3) The molecule is O=C1NC(=O)c2ccccc2C1=Cc1ccc2c(c1)OCO2. The result is 0 (inactive). (4) The molecule is O=[N+]([O-])c1ccc(N(CCS(=O)O)c2ccc([N+](=O)[O-])cc2[N+](=O)[O-])c([N+](=O)[O-])c1. The result is 0 (inactive).